This data is from Forward reaction prediction with 1.9M reactions from USPTO patents (1976-2016). The task is: Predict the product of the given reaction. Given the reactants O=[C:2]1[CH2:11][CH2:10][CH2:9][C:8]2[CH:7]=[C:6]([C:12]([O:14][CH3:15])=[O:13])[CH:5]=[CH:4][C:3]1=2.[CH:16]1([C:22]2[CH:28]=[CH:27][C:25]([NH2:26])=[CH:24][CH:23]=2)[CH2:21][CH2:20][CH2:19][CH2:18][CH2:17]1.[B][B][B][B][B][B][B][B][B][B], predict the reaction product. The product is: [CH:16]1([C:22]2[CH:23]=[CH:24][C:25]([NH:26][CH:2]3[CH2:11][CH2:10][CH2:9][C:8]4[CH:7]=[C:6]([C:12]([O:14][CH3:15])=[O:13])[CH:5]=[CH:4][C:3]3=4)=[CH:27][CH:28]=2)[CH2:17][CH2:18][CH2:19][CH2:20][CH2:21]1.